Dataset: Reaction yield outcomes from USPTO patents with 853,638 reactions. Task: Predict the reaction yield, written as a fraction of the theoretical maximum amount of product (1.0 means a 100% yield; for example, 0.34 means a 34% yield). (1) The reactants are [CH2:1]([C:3]([C:12]1[CH:17]=[CH:16][C:15]([OH:18])=[C:14]([CH3:19])[CH:13]=1)([C:6]1[S:7][CH:8]=[C:9]([CH3:11])[CH:10]=1)[CH2:4][CH3:5])[CH3:2].Br[CH2:21][C:22]([O:24][CH3:25])=[O:23].C([O-])([O-])=O.[K+].[K+]. The catalyst is CC(C)=O. The product is [CH3:25][O:24][C:22](=[O:23])[CH2:21][O:18][C:15]1[CH:16]=[CH:17][C:12]([C:3]([CH2:4][CH3:5])([C:6]2[S:7][CH:8]=[C:9]([CH3:11])[CH:10]=2)[CH2:1][CH3:2])=[CH:13][C:14]=1[CH3:19]. The yield is 0.900. (2) The reactants are [OH:1][C@@H:2]1[CH2:7][NH:6][C@H:5]([C:8]([O:10][C:11]([CH3:14])([CH3:13])[CH3:12])=[O:9])[CH2:4][CH2:3]1.C(N(CC)CC)C.[F:22][C:23]([F:34])([F:33])[C:24](O[C:24](=[O:25])[C:23]([F:34])([F:33])[F:22])=[O:25].O. The catalyst is O1CCCC1. The product is [OH:1][C@@H:2]1[CH2:7][N:6]([C:24](=[O:25])[C:23]([F:34])([F:33])[F:22])[C@H:5]([C:8]([O:10][C:11]([CH3:14])([CH3:13])[CH3:12])=[O:9])[CH2:4][CH2:3]1. The yield is 0.870. (3) The reactants are [NH2:1][C@@H:2]([CH2:33][C:34]1[CH:39]=[CH:38][CH:37]=[CH:36][CH:35]=1)[C@@H:3]([OH:32])[CH2:4][C@H:5]([NH:19][C:20]([C@@H:22]([NH:27][C:28](=[O:31])[O:29][CH3:30])[C:23]([CH3:26])([CH3:25])[CH3:24])=[O:21])[CH2:6][C:7]1[CH:12]=[CH:11][C:10]([C:13]2[CH:18]=[CH:17][CH:16]=[CH:15][N:14]=2)=[CH:9][CH:8]=1.[CH3:40][O:41][C:42]1[CH:62]=[CH:61][CH:60]=[CH:59][C:43]=1[CH2:44][N:45]1[CH2:49][CH2:48][N:47]([C@@H:50]([C:54]([CH3:57])([CH3:56])[CH3:55])[C:51](O)=[O:52])[C:46]1=[O:58].CCOP(ON1N=NC2C=CC=CC=2C1=O)(OCC)=O.C(N(CC)C(C)C)(C)C. The catalyst is C1COCC1. The product is [OH:32][C@H:3]([C@@H:2]([NH:1][C:51](=[O:52])[C@@H:50]([N:47]1[CH2:48][CH2:49][N:45]([CH2:44][C:43]2[CH:59]=[CH:60][CH:61]=[CH:62][C:42]=2[O:41][CH3:40])[C:46]1=[O:58])[C:54]([CH3:57])([CH3:56])[CH3:55])[CH2:33][C:34]1[CH:35]=[CH:36][CH:37]=[CH:38][CH:39]=1)[CH2:4][C@H:5]([NH:19][C:20]([C@@H:22]([NH:27][C:28](=[O:31])[O:29][CH3:30])[C:23]([CH3:26])([CH3:25])[CH3:24])=[O:21])[CH2:6][C:7]1[CH:12]=[CH:11][C:10]([C:13]2[CH:18]=[CH:17][CH:16]=[CH:15][N:14]=2)=[CH:9][CH:8]=1. The yield is 0.470. (4) The reactants are [CH3:1][C:2]([C:5]1[N:9](C)[C:8]2[CH:11]=[C:12](C#N)[CH:13]=[CH:14][C:7]=2[N:6]=1)([CH3:4])[CH3:3].NC1C=CC(C#N)=CC=1NC.CC(C=O)(C)C. The catalyst is CC(O)=O.O.CC([O-])=O.CC([O-])=O.[Cu+2]. The product is [C:2]([C:5]1[NH:9][C:8]2[CH:11]=[CH:12][CH:13]=[CH:14][C:7]=2[N:6]=1)([CH3:4])([CH3:1])[CH3:3]. The yield is 0.850. (5) The reactants are [CH2:1]([O:8][C:9]([NH:11][C@@H:12]([CH2:20][C:21]1[CH:26]=[CH:25][C:24]([C:27]2[N:32]=[CH:31][C:30](Br)=[CH:29][N:28]=2)=[CH:23][CH:22]=1)[C:13]([O:15][C:16]([CH3:19])([CH3:18])[CH3:17])=[O:14])=[O:10])[C:2]1[CH:7]=[CH:6][CH:5]=[CH:4][CH:3]=1.[C:34]([C:38]1[CH:43]=[CH:42][C:41](B(O)O)=[CH:40][CH:39]=1)([CH3:37])([CH3:36])[CH3:35].C(=O)(O)[O-].[Na+].N#N. The catalyst is C(#N)C.C1COCC1.O.CC(=O)OCC.C1C=CC(P(C2C=CC=CC=2)[C-]2C=CC=C2)=CC=1.C1C=CC(P(C2C=CC=CC=2)[C-]2C=CC=C2)=CC=1.Cl[Pd]Cl.[Fe+2]. The product is [CH2:1]([O:8][C:9]([NH:11][C@@H:12]([CH2:20][C:21]1[CH:26]=[CH:25][C:24]([C:27]2[N:32]=[CH:31][C:30]([C:41]3[CH:42]=[CH:43][C:38]([C:34]([CH3:37])([CH3:36])[CH3:35])=[CH:39][CH:40]=3)=[CH:29][N:28]=2)=[CH:23][CH:22]=1)[C:13]([O:15][C:16]([CH3:19])([CH3:18])[CH3:17])=[O:14])=[O:10])[C:2]1[CH:7]=[CH:6][CH:5]=[CH:4][CH:3]=1. The yield is 0.700. (6) The reactants are C([O:8][C:9]1[CH:17]=[C:16]([O:18]CC2C=CC=CC=2)[C:15]([CH:26]([CH3:28])[CH3:27])=[CH:14][C:10]=1[C:11](O)=O)C1C=CC=CC=1.C(Cl)(=O)C(Cl)=O.C[N:36]([CH:38]=[O:39])C.[CH3:40][O:41][C:42]1[CH:47]=[CH:46][C:45]([NH2:48])=[CH:44][C:43]=1[N:49]([CH3:53])[CH2:50][CH2:51][CH3:52].C([N:56](CC)CC)C. The product is [OH:39][C:38]1[N:48]([C:45]2[CH:46]=[CH:47][C:42]([O:41][CH3:40])=[C:43]([N:49]([CH3:53])[CH2:50][CH2:51][CH3:52])[CH:44]=2)[C:11]([C:10]2[CH:14]=[C:15]([CH:26]([CH3:27])[CH3:28])[C:16]([OH:18])=[CH:17][C:9]=2[OH:8])=[N:56][N:36]=1. The catalyst is ClCCl.C1COCC1.O.C(OCC)(=O)C. The yield is 0.930. (7) The reactants are [CH:1]([O:5][C:6]1[CH:11]=[CH:10][C:9]([C:12]2[C:17](=[O:18])[N:16]([CH2:19][C:20]3[CH:25]=[CH:24][C:23]([C:26]4[C:27]([C:32]#[N:33])=[CH:28][CH:29]=[CH:30][CH:31]=4)=[CH:22][CH:21]=3)[C:15]([CH2:34][CH2:35][CH3:36])=[N:14][C:13]=2[CH3:37])=[CH:8][CH:7]=1)([CH2:3][CH3:4])[CH3:2].Cl.[NH2:39]O.[C:41](=[O:44])([O-])[OH:42].[Na+]. The catalyst is CS(C)=O.C(OCC)(=O)C. The product is [CH:1]([O:5][C:6]1[CH:7]=[CH:8][C:9]([C:12]2[C:17](=[O:18])[N:16]([CH2:19][C:20]3[CH:25]=[CH:24][C:23]([C:26]4[CH:31]=[CH:30][CH:29]=[CH:28][C:27]=4[C:32]4[NH:39][C:41](=[O:44])[O:42][N:33]=4)=[CH:22][CH:21]=3)[C:15]([CH2:34][CH2:35][CH3:36])=[N:14][C:13]=2[CH3:37])=[CH:10][CH:11]=1)([CH2:3][CH3:4])[CH3:2]. The yield is 0.810. (8) The reactants are [CH:1]([C:4]1[CH:10]=[CH:9][CH:8]=[C:7]([CH:11]([CH3:13])[CH3:12])[C:5]=1[NH2:6])([CH3:3])[CH3:2].C1C(=O)N([Br:21])C(=O)C1.O. The catalyst is CN(C)C=O. The product is [Br:21][C:9]1[CH:10]=[C:4]([CH:1]([CH3:3])[CH3:2])[C:5]([NH2:6])=[C:7]([CH:11]([CH3:13])[CH3:12])[CH:8]=1. The yield is 0.990.